Dataset: Merck oncology drug combination screen with 23,052 pairs across 39 cell lines. Task: Regression. Given two drug SMILES strings and cell line genomic features, predict the synergy score measuring deviation from expected non-interaction effect. (1) Drug 1: COc1cccc2c1C(=O)c1c(O)c3c(c(O)c1C2=O)CC(O)(C(=O)CO)CC3OC1CC(N)C(O)C(C)O1. Drug 2: Cn1nnc2c(C(N)=O)ncn2c1=O. Cell line: HT29. Synergy scores: synergy=4.43. (2) Cell line: RPMI7951. Drug 2: COC1=C2CC(C)CC(OC)C(O)C(C)C=C(C)C(OC(N)=O)C(OC)C=CC=C(C)C(=O)NC(=CC1=O)C2=O. Synergy scores: synergy=-2.67. Drug 1: Nc1ccn(C2OC(CO)C(O)C2(F)F)c(=O)n1. (3) Drug 1: CCN(CC)CCNC(=O)c1c(C)[nH]c(C=C2C(=O)Nc3ccc(F)cc32)c1C. Drug 2: NC1CCCCC1N.O=C(O)C(=O)O.[Pt+2]. Cell line: HT144. Synergy scores: synergy=-9.52. (4) Synergy scores: synergy=13.1. Drug 2: Cn1c(=O)n(-c2ccc(C(C)(C)C#N)cc2)c2c3cc(-c4cnc5ccccc5c4)ccc3ncc21. Cell line: A2780. Drug 1: COC12C(COC(N)=O)C3=C(C(=O)C(C)=C(N)C3=O)N1CC1NC12.